Dataset: Reaction yield outcomes from USPTO patents with 853,638 reactions. Task: Predict the reaction yield, written as a fraction of the theoretical maximum amount of product (1.0 means a 100% yield; for example, 0.34 means a 34% yield). (1) The reactants are CO[C:3]1[CH2:4][CH2:5][CH2:6][N:7]=1.[CH2:8]([O:10][C:11](=[O:21])[CH2:12][C:13](=[O:20])[CH2:14][C:15](OCC)=[O:16])[CH3:9]. The catalyst is C(N(CC)CC)C. The product is [CH2:8]([O:10][C:11]([C:12]1[C:13]([OH:20])=[CH:14][C:15](=[O:16])[N:7]2[C:3]=1[CH2:4][CH2:5][CH2:6]2)=[O:21])[CH3:9]. The yield is 0.240. (2) The reactants are [NH2:1][C:2]1[C:10]([O:11]C)=[CH:9][C:8]([Br:13])=[C:7]([C:14]2[CH:19]=[CH:18][N:17]=[C:16]([CH3:20])[CH:15]=2)[C:3]=1[C:4]([OH:6])=O.[CH:21]([NH2:23])=O. No catalyst specified. The product is [Br:13][C:8]1[C:7]([C:14]2[CH:19]=[CH:18][N:17]=[C:16]([CH3:20])[CH:15]=2)=[C:3]2[C:2](=[C:10]([OH:11])[CH:9]=1)[N:1]=[CH:21][NH:23][C:4]2=[O:6]. The yield is 0.0400. (3) The reactants are [CH2:1]([C:5]1[N:10]2[N:11]=[CH:12][CH:13]=[C:9]2[N:8]([C@H:14]2[CH2:19][CH2:18][C@H:17]([O:20][CH2:21]C(OCC)=O)[CH2:16][CH2:15]2)[C:7](=[O:27])[C:6]=1[CH2:28][C:29]1[CH:30]=[N:31][C:32]([C:35]2[CH:40]=[CH:39][CH:38]=[CH:37][C:36]=2[C:41]#[N:42])=[CH:33][CH:34]=1)[CH2:2][CH2:3][CH3:4].[CH3:43][Mg]Br.C([O:49][CH2:50][CH3:51])(=O)C. The catalyst is O1CCCC1. The product is [CH2:1]([C:5]1[N:10]2[N:11]=[CH:12][CH:13]=[C:9]2[N:8]([C@H:14]2[CH2:19][CH2:18][C@H:17]([O:20][CH2:21][C:50]([OH:49])([CH3:51])[CH3:43])[CH2:16][CH2:15]2)[C:7](=[O:27])[C:6]=1[CH2:28][C:29]1[CH:34]=[CH:33][C:32]([C:35]2[CH:40]=[CH:39][CH:38]=[CH:37][C:36]=2[C:41]#[N:42])=[N:31][CH:30]=1)[CH2:2][CH2:3][CH3:4]. The yield is 0.630. (4) The reactants are [CH3:1][O:2][C:3]1[CH:4]=[C:5]([CH:7]=[C:8]([O:10][CH3:11])[CH:9]=1)N.N([O-])=O.[Na+].[BrH:16]. The catalyst is [Cu]Br. The product is [Br:16][C:8]1([O:10][CH3:11])[CH:7]=[CH:5][CH:4]=[C:3]([O:2][CH3:1])[CH2:9]1. The yield is 0.400.